From a dataset of NCI-60 drug combinations with 297,098 pairs across 59 cell lines. Regression. Given two drug SMILES strings and cell line genomic features, predict the synergy score measuring deviation from expected non-interaction effect. (1) Drug 1: CCN(CC)CCNC(=O)C1=C(NC(=C1C)C=C2C3=C(C=CC(=C3)F)NC2=O)C. Drug 2: CCC1(C2=C(COC1=O)C(=O)N3CC4=CC5=C(C=CC(=C5CN(C)C)O)N=C4C3=C2)O.Cl. Cell line: OVCAR-5. Synergy scores: CSS=17.0, Synergy_ZIP=-5.49, Synergy_Bliss=2.81, Synergy_Loewe=-16.7, Synergy_HSA=2.49. (2) Drug 1: CCC1(C2=C(COC1=O)C(=O)N3CC4=CC5=C(C=CC(=C5CN(C)C)O)N=C4C3=C2)O.Cl. Drug 2: CC1CCCC2(C(O2)CC(NC(=O)CC(C(C(=O)C(C1O)C)(C)C)O)C(=CC3=CSC(=N3)C)C)C. Cell line: ACHN. Synergy scores: CSS=60.0, Synergy_ZIP=-2.04, Synergy_Bliss=-3.13, Synergy_Loewe=-3.10, Synergy_HSA=0.615. (3) Drug 1: C1CCC(C1)C(CC#N)N2C=C(C=N2)C3=C4C=CNC4=NC=N3. Drug 2: C(CC(=O)O)C(=O)CN.Cl. Cell line: LOX IMVI. Synergy scores: CSS=9.08, Synergy_ZIP=-6.96, Synergy_Bliss=-8.30, Synergy_Loewe=-5.81, Synergy_HSA=-5.27. (4) Cell line: RXF 393. Drug 1: CC1C(C(CC(O1)OC2CC(CC3=C2C(=C4C(=C3O)C(=O)C5=C(C4=O)C(=CC=C5)OC)O)(C(=O)C)O)N)O.Cl. Drug 2: CC=C1C(=O)NC(C(=O)OC2CC(=O)NC(C(=O)NC(CSSCCC=C2)C(=O)N1)C(C)C)C(C)C. Synergy scores: CSS=62.0, Synergy_ZIP=-2.62, Synergy_Bliss=3.25, Synergy_Loewe=-10.5, Synergy_HSA=4.67. (5) Drug 1: CC1=C(C=C(C=C1)C(=O)NC2=CC(=CC(=C2)C(F)(F)F)N3C=C(N=C3)C)NC4=NC=CC(=N4)C5=CN=CC=C5. Drug 2: CCCCCOC(=O)NC1=NC(=O)N(C=C1F)C2C(C(C(O2)C)O)O. Cell line: SK-MEL-5. Synergy scores: CSS=2.51, Synergy_ZIP=-1.41, Synergy_Bliss=0.588, Synergy_Loewe=0.603, Synergy_HSA=1.23. (6) Drug 1: C1CC(=O)NC(=O)C1N2CC3=C(C2=O)C=CC=C3N. Drug 2: C1=CN(C=N1)CC(O)(P(=O)(O)O)P(=O)(O)O. Cell line: IGROV1. Synergy scores: CSS=3.23, Synergy_ZIP=-4.14, Synergy_Bliss=-6.14, Synergy_Loewe=-3.41, Synergy_HSA=-3.33.